Dataset: Catalyst prediction with 721,799 reactions and 888 catalyst types from USPTO. Task: Predict which catalyst facilitates the given reaction. (1) Reactant: [C:1]([C:4]1[N:5]=[C:6]([C:28]2[C:33]([F:34])=[CH:32][CH:31]=[CH:30][C:29]=2[F:35])[O:7][C:8]=1[C:9]1[CH:10]=[CH:11][C:12]([N:15]2[CH2:20][CH2:19][N:18](C(OC(C)(C)C)=O)[CH2:17][CH2:16]2)=[N:13][CH:14]=1)(=[O:3])[NH2:2].O1CCOCC1.C1(N)C(F)=C(F)C(F)=C(N)C=1F.Cl.Cl. Product: [F:35][C:29]1[CH:30]=[CH:31][CH:32]=[C:33]([F:34])[C:28]=1[C:6]1[O:7][C:8]([C:9]2[CH:14]=[N:13][C:12]([N:15]3[CH2:16][CH2:17][NH:18][CH2:19][CH2:20]3)=[CH:11][CH:10]=2)=[C:4]([C:1]([NH2:2])=[O:3])[N:5]=1. The catalyst class is: 473. (2) Reactant: [CH3:1][C:2]1[C:3]([O:11][CH2:12][C:13]([F:16])([F:15])[F:14])=[N:4][CH:5]=[C:6]([CH:10]=1)[C:7](O)=[O:8].[H-].[Al+3].[Li+].[H-].[H-].[H-]. Product: [CH3:1][C:2]1[CH:10]=[C:6]([CH2:7][OH:8])[CH:5]=[N:4][C:3]=1[O:11][CH2:12][C:13]([F:16])([F:14])[F:15]. The catalyst class is: 1. (3) Reactant: [C:1]([C:4]1[CH:9]=[CH:8][C:7]([NH:10][C:11](=[O:13])[CH3:12])=[C:6]([N+:14]([O-:16])=[O:15])[C:5]=1[OH:17])(=[O:3])[CH3:2].C(N(CC)CC)C.CN(C)[C:27]1[CH:35]=[CH:34][C:30]([C:31](Cl)=[O:32])=[CH:29][CH:28]=1. Product: [C:31]([O:17][C:5]1[C:4]([C:1](=[O:3])[CH3:2])=[CH:9][CH:8]=[C:7]([NH:10][C:11](=[O:13])[CH3:12])[C:6]=1[N+:14]([O-:16])=[O:15])(=[O:32])[C:30]1[CH:34]=[CH:35][CH:27]=[CH:28][CH:29]=1. The catalyst class is: 2.